This data is from Reaction yield outcomes from USPTO patents with 853,638 reactions. The task is: Predict the reaction yield, written as a fraction of the theoretical maximum amount of product (1.0 means a 100% yield; for example, 0.34 means a 34% yield). (1) The product is [CH:18]1([CH2:17][NH:16][C:14]([C:11]2[CH:12]=[CH:13][C:8]([C:6]3[C:5]([CH3:21])=[CH:4][CH:3]=[C:2]([NH:1][C:30](=[O:31])[C:29]4[CH:33]=[CH:34][CH:35]=[C:27]([C:24]5[CH:25]=[CH:26][O:22][CH:23]=5)[CH:28]=4)[CH:7]=3)=[CH:9][CH:10]=2)=[O:15])[CH2:20][CH2:19]1. The reactants are [NH2:1][C:2]1[CH:3]=[CH:4][C:5]([CH3:21])=[C:6]([C:8]2[CH:13]=[CH:12][C:11]([C:14]([NH:16][CH2:17][CH:18]3[CH2:20][CH2:19]3)=[O:15])=[CH:10][CH:9]=2)[CH:7]=1.[O:22]1[CH:26]=[CH:25][C:24]([C:27]2[CH:28]=[C:29]([CH:33]=[CH:34][CH:35]=2)[C:30](O)=[O:31])=[CH:23]1.CN(C(ON1N=NC2C=CC=NC1=2)=[N+](C)C)C.F[P-](F)(F)(F)(F)F.C1C=CC2N(O)N=NC=2C=1.CCN(C(C)C)C(C)C. The yield is 0.790. The catalyst is CN(C=O)C. (2) The reactants are C1(C)C=CC=CC=1.C1(P(C2C=CC=CC=2)C2C=CC=CC=2)C=CC=CC=1.[C:27]([O:31][C:32](=[O:37])[NH:33][CH2:34][CH2:35]O)([CH3:30])([CH3:29])[CH3:28].[C:38]1(=[O:44])[NH:42][C:41](=[O:43])[CH:40]=[CH:39]1. The catalyst is O1CCCC1. The product is [C:27]([O:31][C:32](=[O:37])[NH:33][CH2:34][CH2:35][N:42]1[C:38](=[O:44])[CH:39]=[CH:40][C:41]1=[O:43])([CH3:30])([CH3:29])[CH3:28]. The yield is 0.310. (3) The reactants are [CH3:1][C:2]1([CH3:28])[O:6][C@H:5]2[C@H:7]([N:12]3[C:16]4[N:17]=[CH:18][N:19]=[C:20]([S:21][C:22]5[CH:27]=[CH:26][CH:25]=[CH:24][CH:23]=5)[C:15]=4[CH:14]=[CH:13]3)[CH2:8][C@@H:9]([CH2:10][OH:11])[C@H:4]2[O:3]1.N1C=CC=CC=1.Cl[S:36]([NH2:39])(=[O:38])=[O:37].C(C#N)(C)=O. The catalyst is C(Cl)Cl. The product is [S:36](=[O:38])(=[O:37])([O:11][CH2:10][C@@H:9]1[C@@H:4]2[C@@H:5]([O:6][C:2]([CH3:28])([CH3:1])[O:3]2)[C@H:7]([N:12]2[C:16]3[N:17]=[CH:18][N:19]=[C:20]([S:21][C:22]4[CH:27]=[CH:26][CH:25]=[CH:24][CH:23]=4)[C:15]=3[CH:14]=[CH:13]2)[CH2:8]1)[NH2:39]. The yield is 0.340. (4) The reactants are [NH2:1][C:2]([C:6]1[CH:11]=[C:10]([Br:12])[CH:9]=[CH:8][C:7]=1[F:13])([CH3:5])[CH2:3][OH:4].C(N(CC)CC)C.Br[CH:22]([CH2:26][C:27]1[CH:32]=[CH:31][CH:30]=[CH:29][CH:28]=1)[C:23](Cl)=[O:24]. The catalyst is C(#N)C. The product is [Br:12][C:10]1[CH:9]=[CH:8][C:7]([F:13])=[C:6]([C:2]([NH:1][C:23](=[O:24])[CH:22]=[CH:26][C:27]2[CH:32]=[CH:31][CH:30]=[CH:29][CH:28]=2)([CH3:5])[CH2:3][OH:4])[CH:11]=1. The yield is 0.100. (5) The reactants are [NH2:1][CH:2]([C:6]1[CH:11]=[CH:10][CH:9]=[CH:8][CH:7]=1)[C:3](O)=O.C[O:13][C:14](=O)[CH:15]([NH2:21])[CH2:16][C:17]([CH3:20])([CH3:19])[CH3:18].C([C@@H]1NC[C@H](CC(C)C)NC1=O)C(C)C. No catalyst specified. The product is [CH3:18][C:17]([CH3:20])([CH3:19])[CH2:16][C@@H:15]1[NH:21][CH2:3][C@H:2]([C:6]2[CH:11]=[CH:10][CH:9]=[CH:8][CH:7]=2)[NH:1][C:14]1=[O:13]. The yield is 0.0592. (6) The catalyst is C1(C)C=CC=CC=1.CO.C1C=CC(/C=C/C(/C=C/C2C=CC=CC=2)=O)=CC=1.C1C=CC(/C=C/C(/C=C/C2C=CC=CC=2)=O)=CC=1.C1C=CC(/C=C/C(/C=C/C2C=CC=CC=2)=O)=CC=1.[Pd].[Pd]. The product is [CH2:18]([N:20]1[CH2:25][CH2:24][N:23]([C:8]2[S:12][C:11]([C:13]([O:15][CH2:16][CH3:17])=[O:14])=[CH:10][CH:9]=2)[CH2:22][CH2:21]1)[CH3:19]. The yield is 0.320. The reactants are CC(C)([O-])C.[Na+].Br[C:8]1[S:12][C:11]([C:13]([O:15][CH2:16][CH3:17])=[O:14])=[CH:10][CH:9]=1.[CH2:18]([N:20]1[CH2:25][CH2:24][NH:23][CH2:22][CH2:21]1)[CH3:19].C1(P(C2C=CC=CC=2)C2C=CC3C(=CC=CC=3)C=2C2C3C(=CC=CC=3)C=CC=2P(C2C=CC=CC=2)C2C=CC=CC=2)C=CC=CC=1.